From a dataset of Catalyst prediction with 721,799 reactions and 888 catalyst types from USPTO. Predict which catalyst facilitates the given reaction. (1) Reactant: Cl.[Cl:2][C:3]1[CH:4]=[C:5]([NH:9][C:10]2[CH:18]=[C:17]([C:19]([F:22])([F:21])[F:20])[C:13]([C:14]([OH:16])=O)=[CH:12][N:11]=2)[CH:6]=[CH:7][CH:8]=1.CN1CCOCC1.[NH2:30][CH2:31][CH:32]1[CH2:37][CH2:36][CH2:35][CH2:34][CH2:33]1.O.ON1C2C=CC=CC=2N=N1.Cl.CN(C)CCCN=C=NCC. Product: [CH:32]1([CH2:31][NH:30][C:14]([C:13]2[C:17]([C:19]([F:22])([F:21])[F:20])=[CH:18][C:10]([NH:9][C:5]3[CH:6]=[CH:7][CH:8]=[C:3]([Cl:2])[CH:4]=3)=[N:11][CH:12]=2)=[O:16])[CH2:37][CH2:36][CH2:35][CH2:34][CH2:33]1. The catalyst class is: 9. (2) Reactant: [O-]P([O-])([O-])=O.[K+].[K+].[K+].[C:9]([O:13][C:14]([N:16]1[CH2:20][CH2:19][C@H:18]([O:21][C:22]2[CH:23]=[CH:24][C:25]3[O:30][CH2:29][CH2:28][NH:27][C:26]=3[CH:31]=2)[CH2:17]1)=[O:15])([CH3:12])([CH3:11])[CH3:10].[CH3:32][O:33][C:34](=[O:44])[C:35]1[CH:40]=[C:39](Br)[CH:38]=[N:37][C:36]=1[O:42][CH3:43]. Product: [CH3:32][O:33][C:34](=[O:44])[C:35]1[CH:40]=[C:39]([N:27]2[C:26]3[CH:31]=[C:22]([O:21][C@H:18]4[CH2:19][CH2:20][N:16]([C:14]([O:13][C:9]([CH3:12])([CH3:10])[CH3:11])=[O:15])[CH2:17]4)[CH:23]=[CH:24][C:25]=3[O:30][CH2:29][CH2:28]2)[CH:38]=[N:37][C:36]=1[O:42][CH3:43]. The catalyst class is: 11.